This data is from Forward reaction prediction with 1.9M reactions from USPTO patents (1976-2016). The task is: Predict the product of the given reaction. (1) Given the reactants [Br:1][C:2]1[CH:7]=[C:6]([O:8][CH3:9])[CH:5]=[C:4]([Br:10])[C:3]=1[CH2:11][CH2:12][C:13]([OH:15])=O.Cl.CN(C)CCCN=C=NCC.[NH2:28][C:29]1[CH:30]=[C:31]([CH:36]=[CH:37][C:38]=1[CH3:39])[C:32]([O:34][CH3:35])=[O:33], predict the reaction product. The product is: [CH3:35][O:34][C:32]([C:31]1[CH:30]=[C:29]([NH:28][C:13](=[O:15])[CH2:12][CH2:11][C:3]2[C:4]([Br:10])=[CH:5][C:6]([O:8][CH3:9])=[CH:7][C:2]=2[Br:1])[C:38]([CH3:39])=[CH:37][CH:36]=1)=[O:33]. (2) Given the reactants [NH2:1][C:2]([CH3:28])([CH3:27])[C:3]([N:5]1[CH2:9][C@H:8]([OH:10])[CH2:7][C@H:6]1[C:11]([NH:13][CH2:14][C:15]1[CH:20]=[CH:19][C:18]([C:21]2[S:25][CH:24]=[N:23][C:22]=2[CH3:26])=[CH:17][CH:16]=1)=[O:12])=[O:4].[CH3:29][O:30][CH2:31][CH2:32][C:33](O)=[O:34].CCN(C(C)C)C(C)C.CN(C(ON1N=NC2C=CC=NC1=2)=[N+](C)C)C.F[P-](F)(F)(F)(F)F, predict the reaction product. The product is: [OH:10][C@H:8]1[CH2:9][N:5]([C:3](=[O:4])[C:2]([NH:1][C:33](=[O:34])[CH2:32][CH2:31][O:30][CH3:29])([CH3:28])[CH3:27])[C@H:6]([C:11]([NH:13][CH2:14][C:15]2[CH:20]=[CH:19][C:18]([C:21]3[S:25][CH:24]=[N:23][C:22]=3[CH3:26])=[CH:17][CH:16]=2)=[O:12])[CH2:7]1. (3) Given the reactants Cl[S:2]([C:5]1[CH:10]=[CH:9][C:8]([O:11][CH3:12])=[CH:7][C:6]=1[CH2:13][C:14]([O:16][CH2:17][CH3:18])=[O:15])(=[O:4])=[O:3].[NH2:19][C:20]1[CH:21]=[CH:22][C:23]2[CH2:27][O:26][B:25]([OH:28])[C:24]=2[CH:29]=1.C([O-])(O)=O.[Na+], predict the reaction product. The product is: [OH:28][B:25]1[C:24]2[CH:29]=[C:20]([NH:19][S:2]([C:5]3[CH:10]=[CH:9][C:8]([O:11][CH3:12])=[CH:7][C:6]=3[CH2:13][C:14]([O:16][CH2:17][CH3:18])=[O:15])(=[O:4])=[O:3])[CH:21]=[CH:22][C:23]=2[CH2:27][O:26]1. (4) Given the reactants Cl.[Cl:2][C:3]1[CH:4]=[C:5]2[C:10](=[CH:11][CH:12]=1)[CH:9]=[C:8]([S:13]([N:16]1[CH2:21][CH2:20][N:19]([C:22]([C:24]3[S:25][C:26]4[CH2:27][NH:28][CH2:29][CH2:30][C:31]=4[N:32]=3)=[O:23])[CH2:18][CH2:17]1)(=[O:15])=[O:14])[CH:7]=[CH:6]2.C(N(CC)CC)C.Br[CH2:41][C:42]([O:44][C:45]([CH3:48])([CH3:47])[CH3:46])=[O:43].C(OCC)(=O)C, predict the reaction product. The product is: [Cl:2][C:3]1[CH:4]=[C:5]2[C:10](=[CH:11][CH:12]=1)[CH:9]=[C:8]([S:13]([N:16]1[CH2:17][CH2:18][N:19]([C:22]([C:24]3[S:25][C:26]4[CH2:27][NH:28][CH:29]([CH2:41][C:42]([O:44][C:45]([CH3:48])([CH3:47])[CH3:46])=[O:43])[CH2:30][C:31]=4[N:32]=3)=[O:23])[CH2:20][CH2:21]1)(=[O:14])=[O:15])[CH:7]=[CH:6]2. (5) Given the reactants [F:1][C:2]1[CH:11]=[C:10]2[C:5]([CH:6]=[CH:7][C:8](=[O:31])[N:9]2[CH2:12][CH2:13][N:14]2[CH2:18][CH2:17][C@@H:16]([CH2:19][NH:20]C(=O)OCC3C=CC=CC=3)[CH2:15]2)=[CH:4][CH:3]=1, predict the reaction product. The product is: [NH2:20][CH2:19][C@@H:16]1[CH2:17][CH2:18][N:14]([CH2:13][CH2:12][N:9]2[C:10]3[C:5](=[CH:4][CH:3]=[C:2]([F:1])[CH:11]=3)[CH:6]=[CH:7][C:8]2=[O:31])[CH2:15]1. (6) Given the reactants [CH2:1]([O:8][C:9](=[O:24])[N:10]([CH2:21][CH2:22][OH:23])[CH2:11][C:12]1[CH:13]=[CH:14][CH:15]=[C:16]2[C:20]=1[NH:19][CH:18]=[CH:17]2)[C:2]1[CH:7]=[CH:6][CH:5]=[CH:4][CH:3]=1.C(N(CC)CC)C.[CH3:32][S:33](Cl)(=[O:35])=[O:34], predict the reaction product. The product is: [CH2:1]([O:8][C:9]([N:10]([CH2:11][C:12]1[CH:13]=[CH:14][CH:15]=[C:16]2[C:20]=1[NH:19][CH:18]=[CH:17]2)[CH2:21][CH2:22][O:23][S:33]([CH3:32])(=[O:35])=[O:34])=[O:24])[C:2]1[CH:7]=[CH:6][CH:5]=[CH:4][CH:3]=1.